This data is from Forward reaction prediction with 1.9M reactions from USPTO patents (1976-2016). The task is: Predict the product of the given reaction. (1) Given the reactants [C:1]([C:3]([N:6]1[C:14]2[C:9](=[CH:10][CH:11]=[C:12]([C:15]([O:17][CH2:18][CH3:19])=[O:16])[CH:13]=2)[CH:8]=[C:7]1[C:20]([O:22]CC)=O)([CH3:5])[CH3:4])#[N:2], predict the reaction product. The product is: [CH3:4][C:3]1([CH3:5])[N:6]2[C:14]3[CH:13]=[C:12]([C:15]([O:17][CH2:18][CH3:19])=[O:16])[CH:11]=[CH:10][C:9]=3[CH:8]=[C:7]2[C:20](=[O:22])[NH:2][CH2:1]1. (2) Given the reactants [F:1][C:2]([F:14])([F:13])[C:3]([C:5]1[CH:10]=[CH:9][C:8](F)=[CH:7][C:6]=1F)=[O:4].[Cl:15][C:16]1[CH:17]=[C:18]([CH:23]([NH2:25])[CH3:24])[CH:19]=[C:20]([Cl:22])[CH:21]=1.[CH:26]([N:29](CC)[CH:30]([CH3:32])C)([CH3:28])C.C(#[N:37])C, predict the reaction product. The product is: [ClH:15].[Cl:15][C:16]1[CH:17]=[C:18]([CH:23]([NH:25][C:6]2[CH:7]=[C:8]([N:37]3[CH2:32][CH2:30][NH:29][CH2:26][CH2:28]3)[CH:9]=[CH:10][C:5]=2[C:3](=[O:4])[C:2]([F:14])([F:13])[F:1])[CH3:24])[CH:19]=[C:20]([Cl:22])[CH:21]=1. (3) Given the reactants [CH3:1][C:2]1([CH3:40])[CH2:7][C:6](=[O:8])[N:5]([CH2:9][CH2:10][CH2:11][CH2:12][N:13]2[CH2:18][CH2:17][N:16]([C:19]3[N:24]=[CH:23][CH:22]=[CH:21][N:20]=3)[CH2:15][CH2:14]2)[C:4](=[O:25])[CH:3]1[O:26]C(OCC1C=CC([N+]([O-])=O)=CC=1)=O.CCOCC, predict the reaction product. The product is: [CH3:1][C:2]1([CH3:40])[CH2:7][C:6](=[O:8])[N:5]([CH2:9][CH2:10][CH2:11][CH2:12][N:13]2[CH2:18][CH2:17][N:16]([C:19]3[N:24]=[CH:23][CH:22]=[CH:21][N:20]=3)[CH2:15][CH2:14]2)[C:4](=[O:25])[CH:3]1[OH:26]. (4) Given the reactants [C:1]1([C:57]2[CH:62]=[CH:61][CH:60]=[CH:59][CH:58]=2)[CH:6]=[CH:5][C:4]([O:7][CH2:8][CH2:9][CH2:10][CH2:11][CH2:12][CH2:13][O:14][C:15]([C:17]2[C:18]([C:26]3[C:27]([C:35]([O:37][CH2:38][CH2:39][CH2:40][CH2:41][CH2:42][CH2:43][O:44][C:45]4[CH:50]=[CH:49][C:48]([C:51]5[CH:56]=[CH:55][CH:54]=[CH:53][CH:52]=5)=[CH:47][CH:46]=4)=[O:36])=[CH:28][C:29]([N+:32]([O-])=O)=[CH:30][CH:31]=3)=[CH:19][CH:20]=[C:21]([N+:23]([O-])=O)[CH:22]=2)=[O:16])=[CH:3][CH:2]=1, predict the reaction product. The product is: [C:1]1([C:57]2[CH:62]=[CH:61][CH:60]=[CH:59][CH:58]=2)[CH:2]=[CH:3][C:4]([O:7][CH2:8][CH2:9][CH2:10][CH2:11][CH2:12][CH2:13][O:14][C:15]([C:17]2[C:18]([C:26]3[C:27]([C:35]([O:37][CH2:38][CH2:39][CH2:40][CH2:41][CH2:42][CH2:43][O:44][C:45]4[CH:50]=[CH:49][C:48]([C:51]5[CH:52]=[CH:53][CH:54]=[CH:55][CH:56]=5)=[CH:47][CH:46]=4)=[O:36])=[CH:28][C:29]([NH2:32])=[CH:30][CH:31]=3)=[CH:19][CH:20]=[C:21]([NH2:23])[CH:22]=2)=[O:16])=[CH:5][CH:6]=1. (5) The product is: [Cl:1][C:2]1[CH:7]=[CH:6][C:5]([S:8]([N:11]([CH2:19][C:20]2[CH:21]=[CH:22][C:23]([C:24]([OH:26])=[O:25])=[CH:28][CH:29]=2)[CH2:12][C:13]2[CH:18]=[CH:17][CH:16]=[CH:15][N:14]=2)(=[O:10])=[O:9])=[CH:4][CH:3]=1. Given the reactants [Cl:1][C:2]1[CH:7]=[CH:6][C:5]([S:8]([N:11]([CH2:19][C:20]2[CH:29]=[CH:28][C:23]([C:24]([O:26]C)=[O:25])=[CH:22][CH:21]=2)[CH2:12][C:13]2[CH:18]=[CH:17][CH:16]=[CH:15][N:14]=2)(=[O:10])=[O:9])=[CH:4][CH:3]=1.[OH-].[Na+].O, predict the reaction product.